From a dataset of Forward reaction prediction with 1.9M reactions from USPTO patents (1976-2016). Predict the product of the given reaction. (1) Given the reactants [C:1]([C:3]1[CH:8]=[CH:7][C:6]([NH:9][C:10]([NH2:12])=[S:11])=[CH:5][CH:4]=1)#[N:2].Cl[CH2:14][C:15]([CH2:17]Cl)=O.[NH2:19][C:20]1[C:25]([C:26]#[N:27])=[C:24]([C:28]2[CH:33]=[CH:32][C:31]([O:34][CH2:35][CH2:36][N:37]([CH3:39])[CH3:38])=[CH:30][CH:29]=2)[C:23]([C:40]#[N:41])=[C:22]([SH:42])[N:21]=1.C(=O)(O)[O-].[Na+], predict the reaction product. The product is: [NH2:19][C:20]1[C:25]([C:26]#[N:27])=[C:24]([C:28]2[CH:29]=[CH:30][C:31]([O:34][CH2:35][CH2:36][N:37]([CH3:39])[CH3:38])=[CH:32][CH:33]=2)[C:23]([C:40]#[N:41])=[C:22]([S:42][CH2:17][C:15]2[N:12]=[C:10]([NH:9][C:6]3[CH:5]=[CH:4][C:3]([C:1]#[N:2])=[CH:8][CH:7]=3)[S:11][CH:14]=2)[N:21]=1. (2) The product is: [S:10]1[CH:14]=[CH:13][C:12](/[CH:15]=[CH:16]/[C:17]([O:19][CH2:8][CH3:9])=[O:18])=[CH:11]1. Given the reactants C(=O)([O-])[O-].[K+].[K+].I[CH2:8][CH3:9].[S:10]1[CH:14]=[CH:13][C:12](/[CH:15]=[CH:16]/[C:17]([OH:19])=[O:18])=[CH:11]1, predict the reaction product. (3) Given the reactants [CH3:1][C@@:2]1([CH2:5]OS(C2C=CC=C([N+]([O-])=O)C=2)(=O)=O)[CH2:4][O:3]1.[CH:19]1([NH:22][C:23](=[O:41])[C:24]2[CH:29]=[CH:28][C:27]([O:30][CH2:31][C:32]3[CH:37]=[CH:36][C:35]([O:38][CH3:39])=[CH:34][CH:33]=3)=[CH:26][C:25]=2[OH:40])[CH2:21][CH2:20]1.C(=O)([O-])[O-].[Cs+].[Cs+], predict the reaction product. The product is: [CH:19]1([NH:22][C:23](=[O:41])[C:24]2[CH:29]=[CH:28][C:27]([O:30][CH2:31][C:32]3[CH:37]=[CH:36][C:35]([O:38][CH3:39])=[CH:34][CH:33]=3)=[CH:26][C:25]=2[O:40][CH2:1][C@:2]2([CH3:5])[CH2:4][O:3]2)[CH2:21][CH2:20]1.